Task: Predict the product of the given reaction.. Dataset: Forward reaction prediction with 1.9M reactions from USPTO patents (1976-2016) (1) Given the reactants Br[C:2]1[CH:7]=[CH:6][C:5]([Br:8])=[CH:4][N:3]=1.[Li]CCCC.[O:14]=[CH:15][CH2:16][CH2:17][NH:18][C:19](=[O:25])[O:20][C:21]([CH3:24])([CH3:23])[CH3:22], predict the reaction product. The product is: [Br:8][C:5]1[CH:6]=[CH:7][C:2]([CH:15]([OH:14])[CH2:16][CH2:17][NH:18][C:19](=[O:25])[O:20][C:21]([CH3:22])([CH3:23])[CH3:24])=[N:3][CH:4]=1. (2) Given the reactants [NH2:1][C:2]1[CH:7]=[CH:6][C:5]([CH:8]2[CH2:11][N:10]([C:12]([O:14][C:15]([CH3:18])([CH3:17])[CH3:16])=[O:13])[CH2:9]2)=[CH:4][CH:3]=1.Br[C:20]1[C:21](=[O:28])[N:22]([CH3:27])[CH:23]=[C:24]([Br:26])[N:25]=1.C(N(CC)CC)C, predict the reaction product. The product is: [Br:26][C:24]1[N:25]=[C:20]([NH:1][C:2]2[CH:3]=[CH:4][C:5]([CH:8]3[CH2:9][N:10]([C:12]([O:14][C:15]([CH3:18])([CH3:17])[CH3:16])=[O:13])[CH2:11]3)=[CH:6][CH:7]=2)[C:21](=[O:28])[N:22]([CH3:27])[CH:23]=1. (3) Given the reactants Br[C:2]1[S:6][C:5]([CH3:7])=[C:4]([C:8]2[N:12]3[N:13]=[C:14]([CH3:22])[CH:15]=[C:16]([CH:17]([CH2:20][CH3:21])[CH2:18][CH3:19])[C:11]3=[N:10][C:9]=2[CH3:23])[CH:3]=1.[I-].[C:25]1([Zn+])[CH:30]=[CH:29][CH:28]=[CH:27][CH:26]=1.C1COCC1, predict the reaction product. The product is: [CH2:18]([CH:17]([C:16]1[C:11]2[N:12]([C:8]([C:4]3[CH:3]=[C:2]([C:25]4[CH:30]=[CH:29][CH:28]=[CH:27][CH:26]=4)[S:6][C:5]=3[CH3:7])=[C:9]([CH3:23])[N:10]=2)[N:13]=[C:14]([CH3:22])[CH:15]=1)[CH2:20][CH3:21])[CH3:19].